Dataset: Forward reaction prediction with 1.9M reactions from USPTO patents (1976-2016). Task: Predict the product of the given reaction. (1) The product is: [Si:16]([O:23][CH2:24][C:25]1[CH:26]=[C:27]([C:31]2[CH:32]=[CH:33][C:34]3[N:35]([C:2]([CH3:10])=[C:3]([C:5]4[S:6][CH:7]=[CH:8][CH:9]=4)[N:37]=3)[CH:36]=2)[CH:28]=[CH:29][CH:30]=1)([C:19]([CH3:22])([CH3:21])[CH3:20])([CH3:18])[CH3:17]. Given the reactants Br[CH:2]([CH3:10])[C:3]([C:5]1[S:6][CH:7]=[CH:8][CH:9]=1)=O.C(=O)([O-])O.[Na+].[Si:16]([O:23][CH2:24][C:25]1[CH:26]=[C:27]([C:31]2[CH:32]=[CH:33][C:34]([NH2:37])=[N:35][CH:36]=2)[CH:28]=[CH:29][CH:30]=1)([C:19]([CH3:22])([CH3:21])[CH3:20])([CH3:18])[CH3:17], predict the reaction product. (2) The product is: [CH3:1][C:2]1[CH:3]=[CH:4][C:5]([CH2:6][CH:7]2[CH2:8][CH2:9][N:10]([CH2:13][CH2:14][C:15]#[C:20][C:21]3[CH:33]=[CH:32][C:24]([OH:40])=[CH:23][CH:22]=3)[CH2:11][CH2:12]2)=[CH:17][CH:18]=1. Given the reactants [CH3:1][C:2]1[CH:18]=[CH:17][C:5]([CH2:6][CH:7]2[CH2:12][CH2:11][N:10]([CH:13](C)[C:14]#[CH:15])[CH2:9][CH2:8]2)=[CH:4][CH:3]=1.Cl.[CH3:20][C:21]1[CH:33]=[CH:32][C:24](CN2CCCCC2)=[CH:23][CH:22]=1.C#CC(CS([O-])(=O)=[O:40])C.C(=O)([O-])[O-].[K+].[K+], predict the reaction product. (3) Given the reactants [OH:1][C:2]1[CH:7]=[CH:6][C:5]([S:8](Cl)(=[O:10])=[O:9])=[CH:4][C:3]=1[O:12][CH3:13].C/C(/O[Si](C)(C)C)=N\[Si](C)(C)C.[CH:26]1[C:38]2[CH:37]([CH2:39][O:40][C:41]([N:43]3[CH2:48][C@@H:47]([C:49](=[O:72])[NH:50][CH2:51][C:52]4([CH2:66][CH2:67][CH2:68][CH2:69][O:70][CH3:71])[C:65]5[CH:64]=[CH:63][CH:62]=[CH:61][C:60]=5[O:59][C:58]5[C:53]4=[CH:54][CH:55]=[CH:56][CH:57]=5)[CH2:46][C@@H:45]([NH2:73])[CH2:44]3)=[O:42])[C:36]3[C:31](=[CH:32][CH:33]=[CH:34][CH:35]=3)[C:30]=2[CH:29]=[CH:28][CH:27]=1.CCN(CC)CC, predict the reaction product. The product is: [CH:26]1[C:38]2[CH:37]([CH2:39][O:40][C:41]([N:43]3[CH2:48][C@@H:47]([C:49](=[O:72])[NH:50][CH2:51][C:52]4([CH2:66][CH2:67][CH2:68][CH2:69][O:70][CH3:71])[C:65]5[CH:64]=[CH:63][CH:62]=[CH:61][C:60]=5[O:59][C:58]5[C:53]4=[CH:54][CH:55]=[CH:56][CH:57]=5)[CH2:46][C@@H:45]([NH:73][S:8]([C:5]4[CH:6]=[CH:7][C:2]([OH:1])=[C:3]([O:12][CH3:13])[CH:4]=4)(=[O:10])=[O:9])[CH2:44]3)=[O:42])[C:36]3[C:31](=[CH:32][CH:33]=[CH:34][CH:35]=3)[C:30]=2[CH:29]=[CH:28][CH:27]=1. (4) The product is: [Cl:1][C:2]1[CH:8]=[C:7]([O:9][C:10]2[C:19]3[C:14](=[CH:15][C:16]([O:22][CH3:23])=[C:17]([O:20][CH3:21])[CH:18]=3)[N:13]=[CH:12][N:11]=2)[CH:6]=[CH:5][C:3]=1[NH:4][C:28](=[O:34])[N:38]([CH3:39])[CH3:37]. Given the reactants [Cl:1][C:2]1[CH:8]=[C:7]([O:9][C:10]2[C:19]3[C:14](=[CH:15][C:16]([O:22][CH3:23])=[C:17]([O:20][CH3:21])[CH:18]=3)[N:13]=[CH:12][N:11]=2)[CH:6]=[CH:5][C:3]=1[NH2:4].ClC(Cl)(O[C:28](=[O:34])OC(Cl)(Cl)Cl)Cl.Cl.[CH3:37][NH:38][CH3:39].CO, predict the reaction product. (5) Given the reactants [C:1]([O:4][CH2:5][C:6]1[CH:7]=[C:8]([F:25])[C:9]([C:13](=[O:24])[C:14]2[CH:19]=[CH:18][C:17]([O:20][CH2:21][CH2:22][CH3:23])=[CH:16][CH:15]=2)=[C:10]([OH:12])[CH:11]=1)(=[O:3])[CH3:2].[BH4-].[Na+].[Cl-].[NH4+], predict the reaction product. The product is: [C:1]([O:4][CH2:5][C:6]1[CH:7]=[C:8]([F:25])[C:9]([CH:13]([OH:24])[C:14]2[CH:19]=[CH:18][C:17]([O:20][CH2:21][CH2:22][CH3:23])=[CH:16][CH:15]=2)=[C:10]([OH:12])[CH:11]=1)(=[O:3])[CH3:2].